From a dataset of Catalyst prediction with 721,799 reactions and 888 catalyst types from USPTO. Predict which catalyst facilitates the given reaction. (1) Reactant: Cl.[NH2:2][C@@H:3]([CH2:8][CH2:9][CH2:10][NH:11][C:12]([O:14][C:15]([CH3:18])([CH3:17])[CH3:16])=[O:13])[C:4]([O:6][CH3:7])=[O:5].[Cl:19][C:20]1[CH:25]=[CH:24][CH:23]=[CH:22][C:21]=1[CH:26]([C:35]1[CH:40]=[CH:39][CH:38]=[CH:37][C:36]=1[Cl:41])[C:27]1[S:31][C:30]([C:32](O)=[O:33])=[CH:29][CH:28]=1.C(N(C(C)C)CC)(C)C.CN(C(ON1N=NC2C=CC=CC1=2)=[N+](C)C)C.F[P-](F)(F)(F)(F)F. Product: [Cl:41][C:36]1[CH:37]=[CH:38][CH:39]=[CH:40][C:35]=1[CH:26]([C:21]1[CH:22]=[CH:23][CH:24]=[CH:25][C:20]=1[Cl:19])[C:27]1[S:31][C:30]([C:32]([NH:2][C@@H:3]([CH2:8][CH2:9][CH2:10][NH:11][C:12]([O:14][C:15]([CH3:18])([CH3:17])[CH3:16])=[O:13])[C:4]([O:6][CH3:7])=[O:5])=[O:33])=[CH:29][CH:28]=1. The catalyst class is: 3. (2) Reactant: B(Cl)(Cl)Cl.C([NH:9][S:10]([C:13]1[S:14][C:15]([C:18]2[N:23]=[C:22]([NH:24][C:25]3[CH:29]=[C:28]([CH:30]4[CH2:32][CH2:31]4)[NH:27][N:26]=3)[C:21](/[CH:33]=[CH:34]/[CH2:35][OH:36])=[CH:20][N:19]=2)=[CH:16][CH:17]=1)(=[O:12])=[O:11])(C)(C)C. Product: [CH:30]1([C:28]2[NH:27][N:26]=[C:25]([NH:24][C:22]3[C:21](/[CH:33]=[CH:34]/[CH2:35][OH:36])=[CH:20][N:19]=[C:18]([C:15]4[S:14][C:13]([S:10]([NH2:9])(=[O:12])=[O:11])=[CH:17][CH:16]=4)[N:23]=3)[CH:29]=2)[CH2:32][CH2:31]1. The catalyst class is: 2. (3) Reactant: Cl[CH2:2][C:3]1[O:4][C:5]([CH3:8])=[N:6][N:7]=1.[N-:9]=[N+:10]=[N-:11].[Na+]. Product: [N:9]([CH2:2][C:3]1[O:4][C:5]([CH3:8])=[N:6][N:7]=1)=[N+:10]=[N-:11]. The catalyst class is: 42. (4) The catalyst class is: 29. Reactant: C([O:8][C:9]1[CH:14]=[CH:13][CH:12]=[CH:11][C:10]=1[C:15]1([NH:18][C:19]2[C:20](=[O:38])[N:21]([C:26]3[C:27]([CH3:37])=[CH:28][C:29]([F:36])=[C:30]([CH:35]=3)[C:31]([O:33][CH3:34])=[O:32])[CH:22]=[C:23](Br)[N:24]=2)[CH2:17][CH2:16]1)C1C=CC=CC=1.C([O-])=O.[NH4+].CCN(C(C)C)C(C)C. Product: [F:36][C:29]1[CH:28]=[C:27]([CH3:37])[C:26]([N:21]2[CH:22]=[CH:23][N:24]=[C:19]([NH:18][C:15]3([C:10]4[CH:11]=[CH:12][CH:13]=[CH:14][C:9]=4[OH:8])[CH2:17][CH2:16]3)[C:20]2=[O:38])=[CH:35][C:30]=1[C:31]([O:33][CH3:34])=[O:32].